Dataset: Forward reaction prediction with 1.9M reactions from USPTO patents (1976-2016). Task: Predict the product of the given reaction. (1) Given the reactants F[C:2]1[C:3]([C:9]#[N:10])=[N:4][CH:5]=[C:6]([F:8])[CH:7]=1.C(O)(=O)C.[CH:15]([NH2:17])=[NH:16].CCN(C(C)C)C(C)C.[NH4+].[Cl-], predict the reaction product. The product is: [F:8][C:6]1[CH:5]=[N:4][C:3]2[C:9]([NH2:10])=[N:17][CH:15]=[N:16][C:2]=2[CH:7]=1. (2) Given the reactants Cl[CH:2]1[CH2:7][CH2:6][O:5][CH2:4][CH2:3]1.[O:5]1[CH2:6][CH2:7][CH:2](OS(C)(=O)=O)[CH2:3][CH2:4]1.BrC1CCOCC1.IC1CCOCC1.O1CCC(OS(C2C=CC(C)=CC=2)(=O)=O)CC1.OC1C=COCC=1.[Br:57][C:58]1[C:63]([CH3:64])=[CH:62][C:61]([OH:65])=[CH:60][C:59]=1[CH3:66], predict the reaction product. The product is: [Br:57][C:58]1[C:63]([CH3:64])=[CH:62][C:61]([O:65][CH:2]2[CH2:7][CH2:6][O:5][CH2:4][CH2:3]2)=[CH:60][C:59]=1[CH3:66]. (3) Given the reactants [CH3:1][O:2][C:3]1[CH:4]=[C:5]2[C:9](=[CH:10][CH:11]=1)[N:8]([C:12]1[CH:17]=[C:16]([CH3:18])[N:15]=[C:14]([C:19]3[CH:24]=[CH:23][CH:22]=[CH:21][CH:20]=3)[N:13]=1)[C:7]([CH3:25])=[C:6]2[CH2:26][C:27]([O:29]CC)=[O:28].[OH-].[Na+], predict the reaction product. The product is: [CH3:1][O:2][C:3]1[CH:4]=[C:5]2[C:9](=[CH:10][CH:11]=1)[N:8]([C:12]1[CH:17]=[C:16]([CH3:18])[N:15]=[C:14]([C:19]3[CH:24]=[CH:23][CH:22]=[CH:21][CH:20]=3)[N:13]=1)[C:7]([CH3:25])=[C:6]2[CH2:26][C:27]([OH:29])=[O:28]. (4) The product is: [CH:10]1[CH:15]=[C:14]2[C:16]([NH:17][C:18](=[C:7]3[C:5](=[O:6])[NH:4][C:2](=[O:3])[NH:1][C:8]3=[O:9])[C:13]2=[CH:12][CH:11]=1)=[C:7]1[C:5](=[O:6])[NH:4][C:2](=[O:3])[NH:1][C:8]1=[O:9]. Given the reactants [NH:1]1[C:8](=[O:9])[CH2:7][C:5](=[O:6])[NH:4][C:2]1=[O:3].[CH:10]1[CH:15]=[C:14]2[C:16](N)=[N:17][C:18](=N)[C:13]2=[CH:12][CH:11]=1, predict the reaction product. (5) Given the reactants [C:1]1([S:7]([NH:10][C:11]2[CH:18]=[CH:17][C:14]([CH:15]=[O:16])=[CH:13][C:12]=2[O:19][CH3:20])(=[O:9])=[O:8])[CH:6]=[CH:5][CH:4]=[CH:3][CH:2]=1.[CH3:21][Li].O, predict the reaction product. The product is: [C:1]1([S:7]([NH:10][C:11]2[CH:18]=[CH:17][C:14]([CH:15]([OH:16])[CH3:21])=[CH:13][C:12]=2[O:19][CH3:20])(=[O:9])=[O:8])[CH:2]=[CH:3][CH:4]=[CH:5][CH:6]=1. (6) The product is: [Br:23][CH2:1][CH2:2][CH2:3][CH2:4][CH2:5][CH2:6][CH2:7][CH2:8][CH2:9][CH2:10][C:11]#[C:12][CH2:13][CH3:14]. Given the reactants [CH2:1](OC1CCCCO1)[CH2:2][CH2:3][CH2:4][CH2:5][CH2:6][CH2:7][CH2:8][CH2:9][CH2:10][C:11]#[C:12][CH2:13][CH3:14].C(Br)(Br)(Br)[Br:23].C1(P(C2C=CC=CC=2)C2C=CC=CC=2)C=CC=CC=1, predict the reaction product. (7) Given the reactants [C:1]([O:5][C:6]([N:8]1[CH2:13][CH2:12][N:11]([S:14]([C:17]2[CH:26]=[CH:25][C:24]3[C:19](=[CH:20][CH:21]=[C:22]([Cl:27])[CH:23]=3)[CH:18]=2)(=[O:16])=[O:15])[CH2:10][CH:9]1[CH2:28][CH2:29]O)=[O:7])([CH3:4])([CH3:3])[CH3:2].C(Br)(Br)(Br)[Br:32].C1(P(C2C=CC=CC=2)C2C=CC=CC=2)C=CC=CC=1.S([O-])([O-])=O.[Na+].[Na+], predict the reaction product. The product is: [Br:32][CH2:29][CH2:28][CH:9]1[CH2:10][N:11]([S:14]([C:17]2[CH:26]=[CH:25][C:24]3[C:19](=[CH:20][CH:21]=[C:22]([Cl:27])[CH:23]=3)[CH:18]=2)(=[O:16])=[O:15])[CH2:12][CH2:13][N:8]1[C:6]([O:5][C:1]([CH3:4])([CH3:3])[CH3:2])=[O:7].